From a dataset of Full USPTO retrosynthesis dataset with 1.9M reactions from patents (1976-2016). Predict the reactants needed to synthesize the given product. (1) Given the product [N+:27]([C:30]1[CH:48]=[CH:47][C:33]([CH2:34][O:35][C:36]([C:38]2[N:39]3[C@H:42]([S:43][CH:44]=2)[C:41]([CH:17]([O:18][C:52](=[O:54])[CH3:53])[C:15]2[N:14]=[C:13]([C:19]4[CH:20]=[CH:21][CH:22]=[CH:23][CH:24]=4)[N:12]([C:10]([O:9][CH2:8][C:7]4[CH:6]=[CH:5][C:4]([N+:1]([O-:3])=[O:2])=[CH:26][CH:25]=4)=[O:11])[CH:16]=2)([Br:45])[C:40]3=[O:46])=[O:37])=[CH:32][CH:31]=1)([O-:29])=[O:28], predict the reactants needed to synthesize it. The reactants are: [N+:1]([C:4]1[CH:26]=[CH:25][C:7]([CH2:8][O:9][C:10]([N:12]2[CH:16]=[C:15]([CH:17]=[O:18])[N:14]=[C:13]2[C:19]2[CH:24]=[CH:23][CH:22]=[CH:21][CH:20]=2)=[O:11])=[CH:6][CH:5]=1)([O-:3])=[O:2].[N+:27]([C:30]1[CH:48]=[CH:47][C:33]([CH2:34][O:35][C:36]([C:38]2[N:39]3[C@H:42]([S:43][CH:44]=2)[C@@H:41]([Br:45])[C:40]3=[O:46])=[O:37])=[CH:32][CH:31]=1)([O-:29])=[O:28].[Mg+2].[Br-].[Br-].[C:52](OC(=O)C)(=[O:54])[CH3:53]. (2) Given the product [Cl:26][C:23]1[CH:24]=[CH:25][C:20]([C:18]([NH:17][CH:13]([CH2:12][C:7]2[C:5]3[C:4](=[CH:3][CH:2]=[CH:1][CH:6]=3)[NH:11][C:9](=[O:10])[CH:8]=2)[C:14]([O:16][CH2:31][C:30]2[CH:33]=[CH:34][C:35]([CH3:36])=[C:28]([CH3:27])[CH:29]=2)=[O:15])=[O:19])=[CH:21][CH:22]=1, predict the reactants needed to synthesize it. The reactants are: [CH:1]1[CH:2]=[CH:3][C:4]2[NH:11][C:9](=[O:10])[CH:8]=[C:7]([CH2:12][CH:13]([NH:17][C:18]([C:20]3[CH:21]=[CH:22][C:23]([Cl:26])=[CH:24][CH:25]=3)=[O:19])[C:14]([OH:16])=[O:15])[C:5]=2[CH:6]=1.[CH3:27][C:28]1[CH:29]=[C:30]([CH:33]=[CH:34][C:35]=1[CH3:36])[CH2:31]Cl. (3) Given the product [CH:46]([C:47]1[CH:52]=[CH:51][C:50]([C:53]2[CH:58]=[CH:57][CH:56]=[C:55]([S:59]([C:62]3[CH:63]=[C:64]4[C:69](=[C:70]([CH3:72])[CH:71]=3)[N:68]=[CH:67][C:66]([C:73]([NH2:75])=[O:74])=[C:65]4[NH:76][C:77]3[CH:82]=[CH:81][CH:80]=[C:79]([O:83][CH3:84])[CH:78]=3)(=[O:60])=[O:61])[CH:54]=2)=[CH:49][CH:48]=1)=[O:45], predict the reactants needed to synthesize it. The reactants are: COC1C=C(NC2C3C(=C(C)C=C(S(C4C=CC=C(C(=O)NCCCCCCCC=O)C=4)(=O)=O)C=3)N=CC=2C(N)=O)C=CC=1.[OH:45][CH2:46][C:47]1[CH:52]=[CH:51][C:50]([C:53]2[CH:58]=[CH:57][CH:56]=[C:55]([S:59]([C:62]3[CH:63]=[C:64]4[C:69](=[C:70]([CH3:72])[CH:71]=3)[N:68]=[CH:67][C:66]([C:73]([NH2:75])=[O:74])=[C:65]4[NH:76][C:77]3[CH:82]=[CH:81][CH:80]=[C:79]([O:83][CH3:84])[CH:78]=3)(=[O:61])=[O:60])[CH:54]=2)=[CH:49][CH:48]=1. (4) Given the product [CH3:1][O:2][C:3](=[O:24])[CH:4]=[CH:29][C:28]1[CH:31]=[CH:32][CH:33]=[C:26]([I:25])[CH:27]=1, predict the reactants needed to synthesize it. The reactants are: [CH3:1][O:2][C:3](=[O:24])[CH:4]=P(C1C=CC=CC=1)(C1C=CC=CC=1)C1C=CC=CC=1.[I:25][C:26]1[CH:27]=[C:28]([CH:31]=[CH:32][CH:33]=1)[CH:29]=O. (5) Given the product [C:4]([C:6]1[C:11](=[O:12])[CH:10]=[CH:9][N:8]([C:13]2[CH:18]=[CH:17][CH:16]=[C:15]([C:19]([F:20])([F:21])[F:22])[CH:14]=2)[N:7]=1)(=[O:5])[CH2:24][CH3:25], predict the reactants needed to synthesize it. The reactants are: CON(C)[C:4]([C:6]1[C:11](=[O:12])[CH:10]=[CH:9][N:8]([C:13]2[CH:18]=[CH:17][CH:16]=[C:15]([C:19]([F:22])([F:21])[F:20])[CH:14]=2)[N:7]=1)=[O:5].[CH3:24][CH2:25][Mg+].[Br-]. (6) Given the product [N+:28]([C:24]1[CH:23]=[C:22]([CH2:21][CH2:20][C:19]2[C:3]3[C:4](=[O:18])[N:5]([C:12]4[CH:17]=[CH:16][CH:15]=[CH:14][CH:13]=4)[C:6]4[N:7]=[CH:8][CH:9]=[CH:10][C:11]=4[C:2]=3[NH:34][N:33]=2)[CH:27]=[CH:26][CH:25]=1)([O-:30])=[O:29], predict the reactants needed to synthesize it. The reactants are: O[C:2]1[C:11]2[C:6](=[N:7][CH:8]=[CH:9][CH:10]=2)[N:5]([C:12]2[CH:17]=[CH:16][CH:15]=[CH:14][CH:13]=2)[C:4](=[O:18])[C:3]=1[C:19](=O)[CH2:20][CH2:21][C:22]1[CH:27]=[CH:26][CH:25]=[C:24]([N+:28]([O-:30])=[O:29])[CH:23]=1.O.[NH2:33][NH2:34].O.